This data is from CYP2C19 inhibition data for predicting drug metabolism from PubChem BioAssay. The task is: Regression/Classification. Given a drug SMILES string, predict its absorption, distribution, metabolism, or excretion properties. Task type varies by dataset: regression for continuous measurements (e.g., permeability, clearance, half-life) or binary classification for categorical outcomes (e.g., BBB penetration, CYP inhibition). Dataset: cyp2c19_veith. (1) The compound is COc1ccccc1-c1cncnc1Nc1ccc(F)cc1. The result is 1 (inhibitor). (2) The compound is NC(=O)NC(=O)[C@H]1CCCC[C@@H]1C(=O)O. The result is 0 (non-inhibitor). (3) The drug is [O-][n+]1c(CN2CCCCC2)nc2cccc3c2c1-c1ccccc1-3. The result is 0 (non-inhibitor). (4) The result is 1 (inhibitor). The compound is C=CCN1CCN(c2nc3ccccc3nc2C#N)CC1. (5) The drug is CS(=O)(=O)Nc1cccc(-c2nc(N3CCNCC3)c3ccccc3n2)c1. The result is 0 (non-inhibitor). (6) The compound is O=S(=O)(c1ccccc1)N1CCC[C@@]2(CCN(c3ncccn3)C2)C1. The result is 1 (inhibitor). (7) The compound is CC(=O)Nc1c(S(=O)(=O)c2ccccc2)c2nc3ccccc3nc2n1Cc1ccccc1. The result is 1 (inhibitor).